Task: Predict the reaction yield, written as a fraction of the theoretical maximum amount of product (1.0 means a 100% yield; for example, 0.34 means a 34% yield).. Dataset: Reaction yield outcomes from USPTO patents with 853,638 reactions (1) The reactants are [C:1]([O:4][CH:5]=[CH:6][CH2:7][N:8]([C:16]1[C:17](I)=[C:18]2[C:23](=[C:24]([O:26][CH2:27][C:28]3[CH:33]=[CH:32][CH:31]=[CH:30][CH:29]=3)[CH:25]=1)[N:22]=[CH:21][CH:20]=[CH:19]2)[C:9]([O:11][C:12]([CH3:15])([CH3:14])[CH3:13])=[O:10])(=[O:3])[CH3:2].CC(N=NC(C#N)(C)C)(C#N)C.CCCC[SnH](CCCC)CCCC. The catalyst is C1C=CC=CC=1. The product is [C:1]([O:4][CH2:5][CH:6]1[C:17]2=[C:18]3[C:23](=[C:24]([O:26][CH2:27][C:28]4[CH:33]=[CH:32][CH:31]=[CH:30][CH:29]=4)[CH:25]=[C:16]2[N:8]([C:9]([O:11][C:12]([CH3:15])([CH3:14])[CH3:13])=[O:10])[CH2:7]1)[N:22]=[CH:21][CH:20]=[CH:19]3)(=[O:3])[CH3:2]. The yield is 0.770. (2) The reactants are [Si:1]([O:8][C:9]1[CH:10]=[C:11]2[C:16](=[CH:17][CH:18]=1)[CH:15]=[C:14]([C:19]#[C:20][CH2:21][CH2:22][NH:23]C(=O)OCC1C=CC=CC=1)[CH:13]=[CH:12]2)([C:4]([CH3:7])([CH3:6])[CH3:5])([CH3:3])[CH3:2]. The catalyst is CO.[Pd]. The product is [Si:1]([O:8][C:9]1[CH:10]=[C:11]2[C:16](=[CH:17][CH:18]=1)[CH:15]=[C:14]([CH2:19][CH2:20][CH2:21][CH2:22][NH2:23])[CH:13]=[CH:12]2)([C:4]([CH3:7])([CH3:6])[CH3:5])([CH3:3])[CH3:2]. The yield is 0.270. (3) The reactants are C([O:3][C:4](=[O:29])[CH:5]([C:10]1[CH:15]=[CH:14][C:13]([C:16]2[CH:21]=[CH:20][N:19]=[C:18]([O:22][CH3:23])[CH:17]=2)=[C:12]([O:24][CH2:25][CH:26]2[CH2:28][CH2:27]2)[CH:11]=1)[CH2:6][CH:7]([CH3:9])[CH3:8])C.[OH-].[K+]. The catalyst is CCO.O. The product is [CH:26]1([CH2:25][O:24][C:12]2[CH:11]=[C:10]([CH:5]([CH2:6][CH:7]([CH3:9])[CH3:8])[C:4]([OH:29])=[O:3])[CH:15]=[CH:14][C:13]=2[C:16]2[CH:21]=[CH:20][N:19]=[C:18]([O:22][CH3:23])[CH:17]=2)[CH2:27][CH2:28]1. The yield is 0.500. (4) The reactants are [CH3:1][O:2][C:3]([C:5]1[C:13]([NH:14][C:15]2[CH:20]=[CH:19][C:18]([Br:21])=[CH:17][C:16]=2[Cl:22])=[C:12]([F:23])[C:8]2[N:9]=[CH:10][NH:11][C:7]=2[CH:6]=1)=[O:4].C([O-])([O-])=O.[K+].[K+].[C:30]([O:34][C:35]([CH3:38])([CH3:37])[CH3:36])(=[O:33])[CH:31]=[CH2:32]. The catalyst is CN(C=O)C.C(OCC)(=O)C. The product is [CH3:1][O:2][C:3]([C:5]1[C:13]([NH:14][C:15]2[CH:20]=[CH:19][C:18]([Br:21])=[CH:17][C:16]=2[Cl:22])=[C:12]([F:23])[C:8]2[N:9]=[CH:10][N:11]([CH2:32][CH2:31][C:30]([O:34][C:35]([CH3:38])([CH3:37])[CH3:36])=[O:33])[C:7]=2[CH:6]=1)=[O:4]. The yield is 0.620. (5) The reactants are [CH3:1][C:2]1[CH:6]=[C:5]([CH3:7])[NH:4][C:3]=1[CH:8]=[C:9]1[C:17]2[C:12](=[CH:13][CH:14]=[CH:15][CH:16]=2)[N:11]([OH:18])[C:10]1=[O:19].[C:20](OC(=O)C)(=[O:22])[CH3:21].C(N(CC)CC)C. The catalyst is C(#N)C. The product is [CH3:1][C:2]1[CH:6]=[C:5]([CH3:7])[NH:4][C:3]=1[CH:8]=[C:9]1[C:17]2[C:12](=[CH:13][CH:14]=[CH:15][CH:16]=2)[N:11]([O:18][C:20](=[O:22])[CH3:21])[C:10]1=[O:19]. The yield is 0.710. (6) The reactants are [C:1]([O:5][CH3:6])(=[O:4])[CH:2]=[CH2:3].[CH2:7]([OH:10])[CH2:8][CH3:9]. The catalyst is C(OCC)(=O)C.C1CCN2C(=NCCC2)CC1. The product is [CH2:7]([O:10][CH2:3][CH2:2][C:1]([O:5][CH3:6])=[O:4])[CH2:8][CH3:9]. The yield is 0.750.